Dataset: Reaction yield outcomes from USPTO patents with 853,638 reactions. Task: Predict the reaction yield, written as a fraction of the theoretical maximum amount of product (1.0 means a 100% yield; for example, 0.34 means a 34% yield). (1) The reactants are Br[CH2:2][C:3]1[CH:8]=[CH:7][C:6]([Cl:9])=[C:5]([O:10][CH3:11])[CH:4]=1.[C-:12]#[N:13].[Na+]. The catalyst is C(O)C. The product is [Cl:9][C:6]1[CH:7]=[CH:8][C:3]([CH2:2][C:12]#[N:13])=[CH:4][C:5]=1[O:10][CH3:11]. The yield is 0.480. (2) The reactants are [F:1][C:2]([F:28])([F:27])[C:3]1[CH:8]=[CH:7][C:6]([C:9]2[C:10]([C:15]([NH:17][C:18]3[CH:19]=[C:20]([C:24](O)=[O:25])[N:21]([CH3:23])[CH:22]=3)=[O:16])=[CH:11][CH:12]=[CH:13][CH:14]=2)=[CH:5][CH:4]=1.[C:29]([C:31]1([C:37]2[CH:42]=[CH:41][CH:40]=[CH:39][CH:38]=2)[CH2:36][CH2:35][NH:34][CH2:33][CH2:32]1)#[N:30].CN(C(ON1N=NC2C=CC=CC1=2)=[N+](C)C)C.[B-](F)(F)(F)F.C(N(CC)CC)C. The catalyst is O1CCCC1.ClCCl.C(O)C. The product is [C:29]([C:31]1([C:37]2[CH:42]=[CH:41][CH:40]=[CH:39][CH:38]=2)[CH2:32][CH2:33][N:34]([C:24]([C:20]2[N:21]([CH3:23])[CH:22]=[C:18]([NH:17][C:15]([C:10]3[C:9]([C:6]4[CH:7]=[CH:8][C:3]([C:2]([F:1])([F:28])[F:27])=[CH:4][CH:5]=4)=[CH:14][CH:13]=[CH:12][CH:11]=3)=[O:16])[CH:19]=2)=[O:25])[CH2:35][CH2:36]1)#[N:30]. The yield is 0.670. (3) The reactants are FC(F)(F)C(O)=O.FC(F)(F)C(O)=O.[F:15][C:16]1[C:44]([F:45])=[CH:43][CH:42]=[CH:41][C:17]=1[O:18][C:19]1[CH:24]=[CH:23][C:22]([C:25]2[C:33]3[C:28](=[N:29][CH:30]=[N:31][C:32]=3[NH2:34])[N:27]([CH2:35][C@H:36]3[CH2:40][CH2:39][CH2:38][NH:37]3)[N:26]=2)=[CH:21][CH:20]=1.C1N=CN(C(N2C=NC=C2)=O)C=1.[C:58]([CH2:60][C:61](O)=[O:62])#[N:59]. The catalyst is ClCCl. The product is [NH2:34][C:32]1[N:31]=[CH:30][N:29]=[C:28]2[N:27]([CH2:35][C@H:36]3[CH2:40][CH2:39][CH2:38][N:37]3[C:61](=[O:62])[CH2:60][C:58]#[N:59])[N:26]=[C:25]([C:22]3[CH:21]=[CH:20][C:19]([O:18][C:17]4[CH:41]=[CH:42][CH:43]=[C:44]([F:45])[C:16]=4[F:15])=[CH:24][CH:23]=3)[C:33]=12. The yield is 0.720. (4) The reactants are [H-].[Na+].[NH2:3][C@@H:4]1[C:13]2[C:8](=[CH:9][CH:10]=[CH:11][CH:12]=2)[C@H:7]([OH:14])[CH2:6][CH2:5]1.F[C:16]1[CH:17]=[CH:18][C:19]2[N:20]([C:22]([C:25]([N:28]([CH3:30])[CH3:29])([CH3:27])[CH3:26])=[N:23][N:24]=2)[CH:21]=1.N. The catalyst is CN(C=O)C.CO.C(Cl)Cl. The product is [CH3:30][N:28]([CH3:29])[C:25]([C:22]1[N:20]2[CH:21]=[C:16]([O:14][C@H:7]3[C:8]4[C:13](=[CH:12][CH:11]=[CH:10][CH:9]=4)[C@@H:4]([NH2:3])[CH2:5][CH2:6]3)[CH:17]=[CH:18][C:19]2=[N:24][N:23]=1)([CH3:27])[CH3:26]. The yield is 0.470. (5) The reactants are C[O:2][C:3]([C:5]1[S:9][C:8]([N:10]2[C:14]3[CH:15]=[C:16]([O:21][CH3:22])[C:17]([O:19][CH3:20])=[CH:18][C:13]=3[N:12]=[CH:11]2)=[N:7][C:6]=1Br)=[O:4].[CH:24]([C:27]1[CH:28]=[C:29](B(O)O)[CH:30]=[CH:31][CH:32]=1)([CH3:26])[CH3:25]. No catalyst specified. The product is [CH3:20][O:19][C:17]1[C:16]([O:21][CH3:22])=[CH:15][C:14]2[N:10]([C:8]3[S:9][C:5]([C:3]([OH:2])=[O:4])=[C:6]([C:31]4[CH:30]=[CH:29][CH:28]=[C:27]([CH:24]([CH3:26])[CH3:25])[CH:32]=4)[N:7]=3)[CH:11]=[N:12][C:13]=2[CH:18]=1. The yield is 0.440.